Dataset: Forward reaction prediction with 1.9M reactions from USPTO patents (1976-2016). Task: Predict the product of the given reaction. (1) Given the reactants [CH3:1][C:2]1[CH:7]=[CH:6][C:5]([C:8]2[CH:13]=[C:12]([C:14](=[O:24])[NH:15][CH2:16][C:17]3[CH:18]=[N:19][C:20]([CH3:23])=[CH:21][CH:22]=3)[CH:11]=[C:10]([C:25]([OH:27])=O)[CH:9]=2)=[CH:4][CH:3]=1.[CH2:28]1[C:37]2[C:32](=[CH:33][CH:34]=[CH:35][CH:36]=2)[CH2:31][CH2:30][NH:29]1.F[P-](F)(F)(F)(F)F.C[N+](C)=C(N(C)C)ON1C2N=CC=CC=2N=N1.C(N(CC)C(C)C)(C)C, predict the reaction product. The product is: [CH3:1][C:2]1[CH:7]=[CH:6][C:5]([C:8]2[CH:9]=[C:10]([C:25]([N:29]3[CH2:30][CH2:31][C:32]4[C:37](=[CH:36][CH:35]=[CH:34][CH:33]=4)[CH2:28]3)=[O:27])[CH:11]=[C:12]([C:14]([NH:15][CH2:16][C:17]3[CH:18]=[N:19][C:20]([CH3:23])=[CH:21][CH:22]=3)=[O:24])[CH:13]=2)=[CH:4][CH:3]=1. (2) Given the reactants [F:1][C:2]([F:13])([F:12])[C:3]1[CH:8]=[CH:7][C:6](B(O)O)=[CH:5][CH:4]=1.Br[C:15]1[CH:16]=[C:17]([CH:20]=[CH:21][N:22]=1)[C:18]#[N:19].C(=O)([O-])[O-].[K+].[K+].O, predict the reaction product. The product is: [F:1][C:2]([F:13])([F:12])[C:3]1[CH:8]=[CH:7][C:6]([C:15]2[CH:16]=[C:17]([CH:20]=[CH:21][N:22]=2)[C:18]#[N:19])=[CH:5][CH:4]=1. (3) Given the reactants [Cl:1][C:2]1[CH:3]=[N:4][N:5]([C:7]2[CH:28]=[CH:27][C:10]([O:11][CH2:12][CH:13]3[CH:18]([NH:19]C(=O)OC(C)(C)C)[CH2:17][CH2:16][O:15][CH2:14]3)=[CH:9][CH:8]=2)[CH:6]=1.Cl.CCOC(C)=O, predict the reaction product. The product is: [ClH:1].[Cl:1][C:2]1[CH:3]=[N:4][N:5]([C:7]2[CH:28]=[CH:27][C:10]([O:11][CH2:12][CH:13]3[CH:18]([NH2:19])[CH2:17][CH2:16][O:15][CH2:14]3)=[CH:9][CH:8]=2)[CH:6]=1. (4) Given the reactants O=P(Cl)(Cl)Cl.[CH3:6][N:7]([CH:9]=[O:10])C.[CH3:11][C:12]1[CH:16]=[CH:15][O:14][CH:13]=1.C([O-])([O-])=O.[Na+].[Na+].N1C2[C:26](=[CH:27][CH:28]=[CH:29][CH:30]=2)[CH2:25][C:24]1=O.N1CCCCC1, predict the reaction product. The product is: [CH3:11][C:12]1[CH:16]=[CH:15][O:14][C:13]=1[CH:30]=[C:29]1[C:28]2[C:6](=[CH:24][CH:25]=[CH:26][CH:27]=2)[NH:7][C:9]1=[O:10]. (5) Given the reactants [CH2:1]([O:8][C:9]1[CH:16]=[CH:15][C:12]([CH2:13]Cl)=[CH:11][CH:10]=1)[C:2]1[CH:7]=[CH:6][CH:5]=[CH:4][CH:3]=1.[NH:17]1[CH2:22][CH2:21][NH:20][CH2:19][CH2:18]1, predict the reaction product. The product is: [CH2:1]([O:8][C:9]1[CH:16]=[CH:15][C:12]([CH2:13][N:17]2[CH2:22][CH2:21][NH:20][CH2:19][CH2:18]2)=[CH:11][CH:10]=1)[C:2]1[CH:7]=[CH:6][CH:5]=[CH:4][CH:3]=1. (6) Given the reactants Cl[C:2]1[C:3]2[N:11]=[N:10][N:9]([CH2:12][C:13]3[CH:18]=[CH:17][CH:16]=[C:15]([C:19]4([OH:23])[CH2:22][CH2:21][CH2:20]4)[N:14]=3)[C:4]=2[N:5]=[C:6]([NH2:8])[N:7]=1.[C:24]1(B(O)O)[CH:29]=[CH:28][CH:27]=[CH:26][CH:25]=1, predict the reaction product. The product is: [OH:23][C:19]1([C:15]2[N:14]=[C:13]([CH2:12][N:9]3[C:4]4[N:5]=[C:6]([NH2:8])[N:7]=[C:2]([C:24]5[CH:29]=[CH:28][CH:27]=[CH:26][CH:25]=5)[C:3]=4[N:11]=[N:10]3)[CH:18]=[CH:17][CH:16]=2)[CH2:22][CH2:21][CH2:20]1. (7) Given the reactants [NH2:1][CH2:2][CH2:3][CH2:4][CH2:5][N:6]1[CH2:10][CH2:9][CH2:8][CH2:7]1.C[Si](C)(C)[O:13][C:14]1[CH:21]=[CH:20][C:17]([CH:18]=O)=[CH:16][CH:15]=1, predict the reaction product. The product is: [N:6]1([CH2:5][CH2:4][CH2:3][CH2:2][NH:1][CH2:18][C:17]2[CH:20]=[CH:21][C:14]([OH:13])=[CH:15][CH:16]=2)[CH2:10][CH2:9][CH2:8][CH2:7]1. (8) Given the reactants [F:1][C:2]1[C:11]([O:12][CH3:13])=[C:10](B2OC(C)(C)C(C)(C)O2)[CH:9]=[C:8]2[C:3]=1[N:4]=[CH:5][CH:6]=[N:7]2.C1(P(C2CCCCC2)C2CCCCC2)CCCCC1.P([O-])([O-])([O-])=O.[K+].[K+].[K+].[CH3:50][O:51][C:52]([C:54]1[CH:59]=[CH:58][CH:57]=[CH:56][C:55]=1[NH:60][C:61]1[N:65]([C:66]2[CH:71]=[CH:70][CH:69]=[CH:68][C:67]=2C)[N:64]=[C:63]([CH3:73])[CH:62]=1)=[O:53], predict the reaction product. The product is: [CH3:50][O:51][C:52]([C:54]1[CH:59]=[CH:58][CH:57]=[CH:56][C:55]=1[NH:60][C:61]1[N:65]([C:66]2[CH:71]=[CH:70][CH:69]=[CH:68][CH:67]=2)[N:64]=[C:63]([CH3:73])[C:62]=1[C:10]1[CH:9]=[C:8]2[C:3](=[C:2]([F:1])[C:11]=1[O:12][CH3:13])[N:4]=[CH:5][CH:6]=[N:7]2)=[O:53].